Dataset: Reaction yield outcomes from USPTO patents with 853,638 reactions. Task: Predict the reaction yield, written as a fraction of the theoretical maximum amount of product (1.0 means a 100% yield; for example, 0.34 means a 34% yield). (1) The reactants are [CH3:1][N:2]1[CH:6]=[C:5]([C:7]2[CH:12]=[C:11]([O:13][C:14]3[CH:15]=[CH:16][C:17]([NH2:20])=[N:18][CH:19]=3)[CH:10]=[CH:9][N:8]=2)[CH:4]=[N:3]1.N1C=CC=CC=1.[CH3:27][O:28][CH2:29][CH2:30][CH2:31][N:32]1[CH2:36][CH2:35][N:34]([C:37](Cl)=[O:38])[C:33]1=[O:40].O. The catalyst is C(Cl)Cl.C1COCC1. The product is [CH3:27][O:28][CH2:29][CH2:30][CH2:31][N:32]1[CH2:36][CH2:35][N:34]([C:37]([NH:20][C:17]2[CH:16]=[CH:15][C:14]([O:13][C:11]3[CH:10]=[CH:9][N:8]=[C:7]([C:5]4[CH:4]=[N:3][N:2]([CH3:1])[CH:6]=4)[CH:12]=3)=[CH:19][N:18]=2)=[O:38])[C:33]1=[O:40]. The yield is 0.570. (2) The reactants are [NH:1]1[C:9]2[C:4](=[CH:5][CH:6]=[CH:7][N:8]=2)[CH:3]=[CH:2]1.[CH3:10]C1C2C(=CC=CC=2)NC=1. No catalyst specified. The product is [CH3:10][N:1]1[C:9]2=[N:8][CH:7]=[CH:6][CH:5]=[C:4]2[CH:3]=[CH:2]1. The yield is 0.580. (3) The reactants are CN([CH:4]=[C:5]1[C:11](=O)[C:10]2[CH:13]=[C:14]([F:17])[CH:15]=[CH:16][C:9]=2[NH:8][C:7](=[O:18])[CH2:6]1)C.Cl.[CH:20]1([C:23]([NH2:25])=[NH:24])[CH2:22][CH2:21]1. No catalyst specified. The product is [CH:20]1([C:23]2[N:24]=[CH:4][C:5]3[CH2:6][C:7](=[O:18])[NH:8][C:9]4[CH:16]=[CH:15][C:14]([F:17])=[CH:13][C:10]=4[C:11]=3[N:25]=2)[CH2:22][CH2:21]1. The yield is 0.880. (4) The reactants are IC1[CH:3]=[C:4]([CH:8]=[CH:9][CH:10]=1)[C:5](N)=[O:6].[OH2:11].C([N:14]([CH2:17][CH3:18])CC)C.C1(P(C(P(C2C=CC=CC=2)C2C=CC=CC=2)(C)C)C2C=CC=CC=2)C=CC=CC=1.[C]=[O:49]. The catalyst is C(#N)C.C([O-])(=O)C.[Pd+2].C([O-])(=O)C. The product is [C:5]([C:4]1[CH:3]=[C:18]([CH:10]=[CH:9][CH:8]=1)[C:17]([NH2:14])=[O:49])([OH:11])=[O:6]. The yield is 0.870. (5) The reactants are FC(F)(F)C(O)=O.[I:8][C:9]1[N:10]=[CH:11][N:12]([CH2:14][CH2:15][C:16]([NH:19]C(=O)OC(C)(C)C)([CH3:18])[CH3:17])[CH:13]=1. The catalyst is ClCCl. The product is [I:8][C:9]1[N:10]=[CH:11][N:12]([CH2:14][CH2:15][C:16]([NH2:19])([CH3:17])[CH3:18])[CH:13]=1. The yield is 0.980. (6) The catalyst is C(Cl)Cl. The yield is 0.937. The reactants are [CH2:1]([C:5]1([C:11]([O:13][CH2:14][CH3:15])=[O:12])[CH2:9][CH2:8][CH2:7][CH:6]1[OH:10])[CH2:2][CH2:3][CH3:4].N1C=CC=CC=1.[C:22](Cl)(=[O:29])[C:23]1[CH:28]=[CH:27][CH:26]=[CH:25][CH:24]=1. The product is [CH2:1]([C:5]1([C:11]([O:13][CH2:14][CH3:15])=[O:12])[CH2:9][CH2:8][CH2:7][CH:6]1[O:10][C:22](=[O:29])[C:23]1[CH:28]=[CH:27][CH:26]=[CH:25][CH:24]=1)[CH2:2][CH2:3][CH3:4]. (7) The reactants are [CH:1]1([C:7]2[C:8]3[CH:9]=[CH:10][C:11]([C:28]([O:30][CH3:31])=[O:29])=[CH:12][C:13]=3[N:14]3[C:21]=2[C:20]2[CH:22]=[CH:23][CH:24]=[CH:25][C:19]=2[O:18][CH2:17][C@H:16]([NH:26][CH3:27])[CH2:15]3)[CH2:6][CH2:5][CH2:4][CH2:3][CH2:2]1.[C:32]([O:36][C:37](=[O:48])[NH:38][CH2:39]C1CCN(CCCl)C1)([CH3:35])([CH3:34])[CH3:33].[CH3:49][CH2:50][N:51]([CH2:54][CH3:55])[CH2:52][CH3:53]. The catalyst is CC#N. The product is [C:32]([O:36][C:37]([N:38]([CH3:39])[CH:49]1[CH2:53][CH2:52][N:51]([CH2:54][CH2:55][N:26]([CH3:27])[C@@H:16]2[CH2:15][N:14]3[C:13]4[CH:12]=[C:11]([C:28]([O:30][CH3:31])=[O:29])[CH:10]=[CH:9][C:8]=4[C:7]([CH:1]4[CH2:2][CH2:3][CH2:4][CH2:5][CH2:6]4)=[C:21]3[C:20]3[CH:22]=[CH:23][CH:24]=[CH:25][C:19]=3[O:18][CH2:17]2)[CH2:50]1)=[O:48])([CH3:35])([CH3:34])[CH3:33]. The yield is 0.640. (8) The reactants are [C:1]([C:3]1[C:7]([C:8]2[CH:13]=[CH:12][C:11]([Cl:14])=[CH:10][C:9]=2[Cl:15])=[C:6]([C:16]2[NH:20][CH:19]=[N:18][N:17]=2)[S:5][C:4]=1[C:21]1[CH:26]=[CH:25][N:24]=[C:23]([NH:27][C:28](=[O:30])[CH3:29])[CH:22]=1)#[N:2].[Br:31]N1C(=O)CCC1=O.C(Cl)(Cl)(Cl)Cl.C(#N)C. No catalyst specified. The product is [Br:31][C:19]1[NH:20][C:16]([C:6]2[S:5][C:4]([C:21]3[CH:26]=[CH:25][N:24]=[C:23]([NH:27][C:28](=[O:30])[CH3:29])[CH:22]=3)=[C:3]([C:1]#[N:2])[C:7]=2[C:8]2[CH:13]=[CH:12][C:11]([Cl:14])=[CH:10][C:9]=2[Cl:15])=[N:17][N:18]=1. The yield is 0.804. (9) The reactants are Cl[C:2]1[C:3]2[NH:10][CH:9]=[C:8]([C@@H:11]3[N:15]([C:16]([O:18][C:19]([CH3:22])([CH3:21])[CH3:20])=[O:17])[C@H:14]([CH2:23][OH:24])[C@H:13]4[O:25][C:26]([CH3:29])([CH3:28])[O:27][C@@H:12]34)[C:4]=2[N:5]=[CH:6][N:7]=1.[N-:30]=[N+:31]=[N-:32].[Na+]. The catalyst is CN(C=O)C.C(Cl)(Cl)Cl. The product is [N:30]([C:2]1[C:3]2[NH:10][CH:9]=[C:8]([C@@H:11]3[N:15]([C:16]([O:18][C:19]([CH3:22])([CH3:21])[CH3:20])=[O:17])[C@H:14]([CH2:23][OH:24])[C@H:13]4[O:25][C:26]([CH3:29])([CH3:28])[O:27][C@@H:12]34)[C:4]=2[N:5]=[CH:6][N:7]=1)=[N+:31]=[N-:32]. The yield is 0.960.